This data is from Reaction yield outcomes from USPTO patents with 853,638 reactions. The task is: Predict the reaction yield, written as a fraction of the theoretical maximum amount of product (1.0 means a 100% yield; for example, 0.34 means a 34% yield). The reactants are [CH2:1]([NH:8][C:9]1[C:14]([N+:15]([O-:17])=[O:16])=[C:13]([NH:18][CH2:19][C:20]2[CH:25]=[CH:24][CH:23]=[CH:22][CH:21]=2)[CH:12]=[C:11]([CH2:26][CH2:27][NH:28][CH2:29][CH2:30][O:31][CH3:32])[N:10]=1)[C:2]1[CH:7]=[CH:6][CH:5]=[CH:4][CH:3]=1.[CH3:33][C:34]([O:37][C:38](O[C:38]([O:37][C:34]([CH3:36])([CH3:35])[CH3:33])=[O:39])=[O:39])([CH3:36])[CH3:35]. The catalyst is C(Cl)Cl. The product is [C:34]([O:37][C:38](=[O:39])[N:28]([CH2:27][CH2:26][C:11]1[CH:12]=[C:13]([NH:18][CH2:19][C:20]2[CH:21]=[CH:22][CH:23]=[CH:24][CH:25]=2)[C:14]([N+:15]([O-:17])=[O:16])=[C:9]([NH:8][CH2:1][C:2]2[CH:7]=[CH:6][CH:5]=[CH:4][CH:3]=2)[N:10]=1)[CH2:29][CH2:30][O:31][CH3:32])([CH3:36])([CH3:35])[CH3:33]. The yield is 0.920.